Task: Predict the reaction yield, written as a fraction of the theoretical maximum amount of product (1.0 means a 100% yield; for example, 0.34 means a 34% yield).. Dataset: Reaction yield outcomes from USPTO patents with 853,638 reactions (1) The reactants are [CH2:1]([O:3][P:4](/[CH:9]=[CH:10]/[C:11]1[C:12]([O:22][CH2:23][C:24]2[CH:46]=[CH:45][C:27]([O:28][CH2:29][C:30]3[N:31]=[C:32]([C:36]4[CH:37]=[C:38]([CH:42]=[CH:43][CH:44]=4)[C:39](O)=[O:40])[O:33][C:34]=3[CH3:35])=[C:26](OC)[CH:25]=2)=[N:13][N:14]([C:16]2[CH:21]=[CH:20][CH:19]=[CH:18][CH:17]=2)[CH:15]=1)([O:6][CH2:7][CH3:8])=[O:5])[CH3:2].Cl.C([N:52]=C=NCCCN(C)C)C.CN(C)[CH:63]=[O:64]. The catalyst is O. The product is [C:39]([C:38]1[CH:37]=[C:36]([C:32]2[O:33][C:34]([CH3:35])=[C:30]([CH2:29][O:28][C:27]3[CH:45]=[CH:46][C:24]([CH2:23][O:22][C:12]4[C:11](/[CH:10]=[CH:9]/[P:4](=[O:5])([O:3][CH2:1][CH3:2])[O:6][CH2:7][CH3:8])=[CH:15][N:14]([C:16]5[CH:17]=[CH:18][CH:19]=[CH:20][CH:21]=5)[N:13]=4)=[CH:25][C:26]=3[O:64][CH3:63])[N:31]=2)[CH:44]=[CH:43][CH:42]=1)(=[O:40])[NH2:52]. The yield is 0.760. (2) The product is [CH2:1]([CH:8]1[C:14](=[O:15])[C:13](=[N:28][OH:29])[CH:12]2[CH2:16][CH:9]1[CH2:10][CH2:11]2)[C:2]1[CH:7]=[CH:6][CH:5]=[CH:4][N:3]=1. The reactants are [CH2:1]([CH:8]1[C:14](=[O:15])[CH2:13][CH:12]2[CH2:16][CH:9]1[CH2:10][CH2:11]2)[C:2]1[CH:7]=[CH:6][CH:5]=[CH:4][N:3]=1.CC([O-])(C)C.[K+].C1COCC1.[N:28](OCCC(C)C)=[O:29].Cl. The yield is 0.410. The catalyst is C1COCC1. (3) The reactants are C1COCC1.[CH3:6][C:7]1([C:15]2[CH:20]=[CH:19][C:18]([C:21]([F:24])([F:23])[F:22])=[CH:17][CH:16]=2)[CH2:9][CH:8]1[C:10]([O:12]CC)=[O:11].[OH-].[Na+]. The catalyst is CO. The product is [CH3:6][C:7]1([C:15]2[CH:16]=[CH:17][C:18]([C:21]([F:22])([F:23])[F:24])=[CH:19][CH:20]=2)[CH2:9][CH:8]1[C:10]([OH:12])=[O:11]. The yield is 0.940. (4) The reactants are I[CH:2]([Si:5]([O:10][CH3:11])([O:8][CH3:9])[O:6][CH3:7])[CH2:3][CH3:4].[N-:12]=[N+:13]=[N-:14].[Na+].CCCCC. The catalyst is CN(C=O)C. The product is [N:12]([CH:2]([Si:5]([O:10][CH3:11])([O:8][CH3:9])[O:6][CH3:7])[CH2:3][CH3:4])=[N+:13]=[N-:14]. The yield is 0.900. (5) The reactants are [Br:1][C:2]1[S:3][CH:4]=[CH:5][C:6]=1[CH:7](O)[CH2:8][N+:9]([O-:11])=[O:10].CCN(CC)CC.CS(Cl)(=O)=O. The yield is 0.880. The catalyst is CN(C1C=CN=CC=1)C.C(Cl)Cl.O. The product is [Br:1][C:2]1[S:3][CH:4]=[CH:5][C:6]=1/[CH:7]=[CH:8]/[N+:9]([O-:11])=[O:10]. (6) The reactants are Br[C:2]1[C:3]([N:21]2[CH2:26][CH2:25][C:24]([CH3:28])([CH3:27])[CH2:23][CH2:22]2)=[C:4]([C@H:10]([O:16][C:17]([CH3:20])([CH3:19])[CH3:18])[C:11]([O:13][CH2:14][CH3:15])=[O:12])[C:5]([CH3:9])=[N:6][C:7]=1[CH3:8].[O:29]([C:36]1[CH:41]=[CH:40][C:39](B(O)O)=[CH:38][CH:37]=1)[C:30]1[CH:35]=[CH:34][CH:33]=[CH:32][CH:31]=1.C([O-])([O-])=O.[Na+].[Na+]. The catalyst is C1C=CC([P]([Pd]([P](C2C=CC=CC=2)(C2C=CC=CC=2)C2C=CC=CC=2)([P](C2C=CC=CC=2)(C2C=CC=CC=2)C2C=CC=CC=2)[P](C2C=CC=CC=2)(C2C=CC=CC=2)C2C=CC=CC=2)(C2C=CC=CC=2)C2C=CC=CC=2)=CC=1. The product is [C:17]([O:16][C@@H:10]([C:4]1[C:5]([CH3:9])=[N:6][C:7]([CH3:8])=[C:2]([C:39]2[CH:40]=[CH:41][C:36]([O:29][C:30]3[CH:35]=[CH:34][CH:33]=[CH:32][CH:31]=3)=[CH:37][CH:38]=2)[C:3]=1[N:21]1[CH2:26][CH2:25][C:24]([CH3:28])([CH3:27])[CH2:23][CH2:22]1)[C:11]([O:13][CH2:14][CH3:15])=[O:12])([CH3:20])([CH3:19])[CH3:18]. The yield is 0.293. (7) The reactants are [N:1]1([C:7]2[N:12]=[C:11]([N:13]3[CH:18]4[CH2:19][CH2:20][CH:14]3[CH2:15][O:16][CH2:17]4)[N:10]=[C:9]([C:21]3[CH:27]=[CH:26][C:24]([NH2:25])=[CH:23][CH:22]=3)[N:8]=2)[CH2:6][CH2:5][O:4][CH2:3][CH2:2]1.ClC(Cl)(O[C:32](=[O:38])OC(Cl)(Cl)Cl)Cl.[CH:40]([NH2:43])([CH3:42])[CH3:41]. No catalyst specified. The product is [CH:40]([NH:43][C:32]([NH:25][C:24]1[CH:26]=[CH:27][C:21]([C:9]2[N:8]=[C:7]([N:1]3[CH2:2][CH2:3][O:4][CH2:5][CH2:6]3)[N:12]=[C:11]([N:13]3[CH:14]4[CH2:20][CH2:19][CH:18]3[CH2:17][O:16][CH2:15]4)[N:10]=2)=[CH:22][CH:23]=1)=[O:38])([CH3:42])[CH3:41]. The yield is 0.500. (8) The reactants are Br[C:2]1[S:6][C:5]([C:7]([NH2:9])=[O:8])=[C:4]([NH:10][CH2:11][C:12]2[CH:17]=[CH:16][CH:15]=[CH:14][N:13]=2)[CH:3]=1.CO[C:20](OC)([CH3:22])[CH3:21].CC1(C)C2(CS(O)(=O)=O)C(CC1CC2)=O.[O-]S([O-])(=O)=O.[Mg+2].C([O-])(O)=O.[Na+].[CH3:51][C:52]1[C:56](B2OC(C)(C)C(C)(C)O2)=[CH:55][N:54](C(OC(C)(C)C)=O)[N:53]=1.C(=O)([O-])[O-].[Na+].[Na+]. The catalyst is O.COCCOC.CC(N(C)C)=O. The product is [CH3:21][C:20]1([CH3:22])[N:10]([CH2:11][C:12]2[CH:17]=[CH:16][CH:15]=[CH:14][N:13]=2)[C:4]2[CH:3]=[C:2]([C:56]3[CH:55]=[N:54][NH:53][C:52]=3[CH3:51])[S:6][C:5]=2[C:7](=[O:8])[NH:9]1. The yield is 0.330. (9) The reactants are [F:1][C:2]1[CH:3]=[C:4]([CH:6]=[CH:7][C:8]=1[F:9])[NH2:5].N1C=CC=CC=1.[Cl:16][CH2:17][C:18](Cl)=[O:19]. The catalyst is C1(C)C=CC=CC=1. The product is [F:1][C:2]1[CH:3]=[C:4]([NH:5][C:18](=[O:19])[CH2:17][Cl:16])[CH:6]=[CH:7][C:8]=1[F:9]. The yield is 0.843. (10) The reactants are [Br:1][C:2]1[CH:3]=[C:4]([NH:9][C:10](=[O:14])[CH:11]=NO)[CH:5]=[CH:6][C:7]=1[F:8].S(=O)(=O)(O)[OH:16]. No catalyst specified. The product is [Br:1][C:2]1[CH:3]=[C:4]2[C:5]([C:11](=[O:16])[C:10](=[O:14])[NH:9]2)=[CH:6][C:7]=1[F:8]. The yield is 0.800.